Dataset: Forward reaction prediction with 1.9M reactions from USPTO patents (1976-2016). Task: Predict the product of the given reaction. (1) Given the reactants [Cl:1][C:2]1[CH:3]=[C:4]([CH:8]=[CH:9][C:10]=1[Cl:11])[C:5](Cl)=[O:6].[CH3:12][O:13][C:14]1[CH:15]=[C:16]2[C:21](=[CH:22][C:23]=1[O:24][CH3:25])[N:20]=[CH:19][N:18]=[C:17]2[NH:26][C:27]1[S:28][C:29]2[CH:35]=[C:34]([NH2:36])[CH:33]=[CH:32][C:30]=2[N:31]=1, predict the reaction product. The product is: [Cl:1][C:2]1[CH:3]=[C:4]([CH:8]=[CH:9][C:10]=1[Cl:11])[C:5]([NH:36][C:34]1[CH:33]=[CH:32][C:30]2[N:31]=[C:27]([NH:26][C:17]3[C:16]4[C:21](=[CH:22][C:23]([O:24][CH3:25])=[C:14]([O:13][CH3:12])[CH:15]=4)[N:20]=[CH:19][N:18]=3)[S:28][C:29]=2[CH:35]=1)=[O:6]. (2) Given the reactants C([N:3](CC)CC)C.ClC(OCC)=O.[C:14]([N:21]1[CH2:26][CH2:25][CH2:24][C@@H:23]([C:27]([OH:29])=O)[CH2:22]1)([O:16][C:17]([CH3:20])([CH3:19])[CH3:18])=[O:15], predict the reaction product. The product is: [C:17]([O:16][C:14]([N:21]1[CH2:26][CH2:25][CH2:24][C@@H:23]([C:27](=[O:29])[NH2:3])[CH2:22]1)=[O:15])([CH3:20])([CH3:19])[CH3:18].